From a dataset of Reaction yield outcomes from USPTO patents with 853,638 reactions. Predict the reaction yield, written as a fraction of the theoretical maximum amount of product (1.0 means a 100% yield; for example, 0.34 means a 34% yield). The reactants are [OH-].[Na+].[C:3]([O:7][C:8]([NH:10][C@@H:11]([C@H:13]([C:16]1[O:17][CH:18]=[C:19]([C:21]([O:23]C)=[O:22])[N:20]=1)[CH2:14][CH3:15])[CH3:12])=[O:9])([CH3:6])([CH3:5])[CH3:4]. The catalyst is C1COCC1. The product is [C:3]([O:7][C:8]([NH:10][C@@H:11]([C@H:13]([C:16]1[O:17][CH:18]=[C:19]([C:21]([OH:23])=[O:22])[N:20]=1)[CH2:14][CH3:15])[CH3:12])=[O:9])([CH3:5])([CH3:6])[CH3:4]. The yield is 1.00.